Task: Regression. Given two drug SMILES strings and cell line genomic features, predict the synergy score measuring deviation from expected non-interaction effect.. Dataset: NCI-60 drug combinations with 297,098 pairs across 59 cell lines (1) Drug 1: C1=NC2=C(N=C(N=C2N1C3C(C(C(O3)CO)O)F)Cl)N. Drug 2: CCC1=C2CN3C(=CC4=C(C3=O)COC(=O)C4(CC)O)C2=NC5=C1C=C(C=C5)O. Cell line: MDA-MB-231. Synergy scores: CSS=33.7, Synergy_ZIP=-3.05, Synergy_Bliss=-7.15, Synergy_Loewe=-1.05, Synergy_HSA=-0.0313. (2) Drug 1: CN1C2=C(C=C(C=C2)N(CCCl)CCCl)N=C1CCCC(=O)O.Cl. Drug 2: C1=NC2=C(N1)C(=S)N=CN2. Cell line: NCI-H460. Synergy scores: CSS=6.73, Synergy_ZIP=-4.31, Synergy_Bliss=-3.60, Synergy_Loewe=-16.0, Synergy_HSA=-2.82. (3) Drug 2: CC1CCCC2(C(O2)CC(NC(=O)CC(C(C(=O)C(C1O)C)(C)C)O)C(=CC3=CSC(=N3)C)C)C. Cell line: OVCAR-5. Drug 1: C1=CC(=CC=C1C#N)C(C2=CC=C(C=C2)C#N)N3C=NC=N3. Synergy scores: CSS=40.4, Synergy_ZIP=2.92, Synergy_Bliss=-0.113, Synergy_Loewe=-22.0, Synergy_HSA=-0.634.